From a dataset of Full USPTO retrosynthesis dataset with 1.9M reactions from patents (1976-2016). Predict the reactants needed to synthesize the given product. (1) Given the product [ClH:1].[Br:26][CH2:16][C:15]([C:13]1[CH:12]=[CH:11][C:10]2[N:6]([CH2:2][CH:3]([CH3:4])[CH3:5])[C:7]([C:18]3[CH:23]=[CH:22][CH:21]=[C:20]([O:24][CH3:25])[CH:19]=3)=[N:8][C:9]=2[CH:14]=1)=[O:17], predict the reactants needed to synthesize it. The reactants are: [ClH:1].[CH2:2]([N:6]1[C:10]2[CH:11]=[CH:12][C:13]([C:15](=[O:17])[CH3:16])=[CH:14][C:9]=2[N:8]=[C:7]1[C:18]1[CH:23]=[CH:22][CH:21]=[C:20]([O:24][CH3:25])[CH:19]=1)[CH:3]([CH3:5])[CH3:4].[Br:26]Br.C(OCC)C. (2) Given the product [CH3:32][O:31][CH:30]([O:33][CH3:34])[CH2:29][O:8][C:4]1[CH:5]=[CH:6][CH:7]=[C:2]([I:1])[CH:3]=1, predict the reactants needed to synthesize it. The reactants are: [I:1][C:2]1[CH:3]=[C:4]([OH:8])[CH:5]=[CH:6][CH:7]=1.[H-].[Na+].[H][H].C1OCCOCCOCCOCCOC1.Br[CH2:29][CH:30]([O:33][CH3:34])[O:31][CH3:32]. (3) Given the product [Br:1][C:2]1[CH:3]=[C:4]2[C:9](=[CH:10][CH:11]=1)[C:8](=[O:12])[NH:7][C:6](=[O:13])/[C:5]/2=[CH:14]\[NH:18][CH2:19][C:20]1[CH:25]=[C:24]([OH:26])[CH:23]=[CH:22][C:21]=1[OH:27], predict the reactants needed to synthesize it. The reactants are: [Br:1][C:2]1[CH:3]=[C:4]2[C:9](=[CH:10][CH:11]=1)[C:8](=[O:12])[NH:7][C:6](=[O:13])[C:5]2=[CH:14]OC.Cl.[NH2:18][CH2:19][C:20]1[CH:25]=[C:24]([OH:26])[CH:23]=[CH:22][C:21]=1[OH:27].C(N(CC)CC)C. (4) The reactants are: [CH2:1]([C:8]1[NH:36][C:11]2[N:12]=[N:13][C:14]([C:16]#[C:17][CH2:18][CH2:19][CH2:20][C:21]3[S:25][C:24]([NH:26][C:27](=[O:35])[CH2:28][C:29]4[CH:34]=[CH:33][CH:32]=[CH:31][CH:30]=4)=[N:23][N:22]=3)=[CH:15][C:10]=2[CH:9]=1)[C:2]1[CH:7]=[CH:6][CH:5]=[CH:4][CH:3]=1. Given the product [CH2:1]([C:8]1[NH:36][C:11]2[N:12]=[N:13][C:14]([CH2:16][CH2:17][CH2:18][CH2:19][CH2:20][C:21]3[S:25][C:24]([NH:26][C:27](=[O:35])[CH2:28][C:29]4[CH:34]=[CH:33][CH:32]=[CH:31][CH:30]=4)=[N:23][N:22]=3)=[CH:15][C:10]=2[CH:9]=1)[C:2]1[CH:3]=[CH:4][CH:5]=[CH:6][CH:7]=1, predict the reactants needed to synthesize it. (5) Given the product [O:4]=[C:5]1[C:14]2[C:9](=[C:10]([C:15]([OH:17])=[O:16])[CH:11]=[CH:12][CH:13]=2)[O:8][C:7]([C:19]2[C:20]([C:25]([F:28])([F:27])[F:26])=[N:21][CH:22]=[CH:23][CH:24]=2)=[CH:6]1, predict the reactants needed to synthesize it. The reactants are: O[Li].O.[O:4]=[C:5]1[C:14]2[C:9](=[C:10]([C:15]([O:17]C)=[O:16])[CH:11]=[CH:12][CH:13]=2)[O:8][C:7]([C:19]2[C:20]([C:25]([F:28])([F:27])[F:26])=[N:21][CH:22]=[CH:23][CH:24]=2)=[CH:6]1.O.